Dataset: Reaction yield outcomes from USPTO patents with 853,638 reactions. Task: Predict the reaction yield, written as a fraction of the theoretical maximum amount of product (1.0 means a 100% yield; for example, 0.34 means a 34% yield). The reactants are [Cl:1][C:2]1[CH:8]=[CH:7][CH:6]=[CH:5][C:3]=1[NH2:4].ClOC(C)(C)C.[CH3:15][S:16][CH2:17][C:18]1[N:23]=[C:22]([O:24][CH3:25])[CH:21]=[C:20]([O:26][CH3:27])[N:19]=1.CO.C[O-].[Na+]. The catalyst is ClCCl.O. The product is [Cl:1][C:2]1[CH:8]=[CH:7][CH:6]=[C:5]([CH:17]([C:18]2[N:19]=[C:20]([O:26][CH3:27])[CH:21]=[C:22]([O:24][CH3:25])[N:23]=2)[S:16][CH3:15])[C:3]=1[NH2:4]. The yield is 0.830.